From a dataset of Catalyst prediction with 721,799 reactions and 888 catalyst types from USPTO. Predict which catalyst facilitates the given reaction. (1) Reactant: Cl[C:2]1[CH:11]=[C:10]2[C:5]([CH:6]=[C:7]([C:13]3[CH:14]=[CH:15][C:16]([F:29])=[C:17]([NH:19][C:20]([NH:22][CH2:23][CH2:24][C:25]([CH3:28])([CH3:27])[CH3:26])=[O:21])[CH:18]=3)[C:8]([CH3:12])=[N:9]2)=[CH:4][N:3]=1.CC1(C)C2C(=C(P(C3C=CC=CC=3)C3C=CC=CC=3)C=CC=2)OC2C(P(C3C=CC=CC=3)C3C=CC=CC=3)=CC=CC1=2.C([O-])([O-])=O.[Cs+].[Cs+].[C:78]([NH2:81])(=[O:80])[CH3:79]. Product: [CH3:26][C:25]([CH3:28])([CH3:27])[CH2:24][CH2:23][NH:22][C:20](=[O:21])[NH:19][C:17]1[CH:18]=[C:13]([C:7]2[C:8]([CH3:12])=[N:9][C:10]3[C:5]([CH:6]=2)=[CH:4][N:3]=[C:2]([NH:81][C:78](=[O:80])[CH3:79])[CH:11]=3)[CH:14]=[CH:15][C:16]=1[F:29]. The catalyst class is: 62. (2) Reactant: [C:1]([O:10][CH3:11])(=[O:9])[C:2]1[C:3](=[CH:5][CH:6]=[CH:7][CH:8]=1)[NH2:4].[BH3-][C:13]#[N:14].[Na+]. Product: [CH3:11][O:10][C:1](=[O:9])[C:2]1[CH:8]=[CH:7][CH:6]=[CH:5][C:3]=1[NH:4][CH2:3][C:2]1[CH:1]=[CH:13][N:14]=[CH:7][CH:8]=1. The catalyst class is: 130. (3) Reactant: [Cl:1][C:2]1[CH:7]=[CH:6][C:5]([N:8]2[C:17](=[O:18])[C:16]3[C:11](=[C:12]([CH:20]=[O:21])[C:13]([OH:19])=[CH:14][CH:15]=3)[N:10]=[C:9]2[CH:22]([CH3:24])[CH3:23])=[CH:4][CH:3]=1.CCOCC.[C:30]1([Li])[CH:35]=[CH:34][CH:33]=[CH:32][CH:31]=1. Product: [Cl:1][C:2]1[CH:3]=[CH:4][C:5]([N:8]2[C:17](=[O:18])[C:16]3[C:11](=[C:12]([CH:20]([OH:21])[C:30]4[CH:35]=[CH:34][CH:33]=[CH:32][CH:31]=4)[C:13]([OH:19])=[CH:14][CH:15]=3)[N:10]=[C:9]2[CH:22]([CH3:24])[CH3:23])=[CH:6][CH:7]=1. The catalyst class is: 1. (4) Reactant: Cl[C:2]1[N:7]2[CH:8]=[C:9]([CH3:11])[N:10]=[C:6]2[CH:5]=[CH:4][CH:3]=1.[NH2:12][C:13]1[CH:18]=[CH:17][C:16]([SH:19])=[CH:15][CH:14]=1.C(N(CC)CC)C.O. Product: [NH2:12][C:13]1[CH:18]=[CH:17][C:16]([S:19][C:2]2[N:7]3[CH:8]=[C:9]([CH3:11])[N:10]=[C:6]3[CH:5]=[CH:4][CH:3]=2)=[CH:15][CH:14]=1. The catalyst class is: 3. (5) Reactant: [O:1]1[C:6]2[CH:7]=[CH:8][CH:9]=[CH:10][C:5]=2[O:4][CH2:3][CH:2]1[CH2:11][CH2:12][NH2:13].[S:14](N)([NH2:17])(=[O:16])=[O:15]. Product: [O:1]1[C:6]2[CH:7]=[CH:8][CH:9]=[CH:10][C:5]=2[O:4][CH2:3][CH:2]1[CH2:11][CH2:12][NH:13][S:14]([NH2:17])(=[O:16])=[O:15]. The catalyst class is: 12. (6) Reactant: [CH3:1][O:2][C:3]1[CH:10]=[CH:9][C:6]([CH2:7][NH2:8])=[CH:5][CH:4]=1.[CH:11](=O)[C:12]1[CH:17]=[CH:16][CH:15]=[CH:14][CH:13]=1.[O-]S([O-])(=O)=O.[Mg+2]. Product: [CH3:1][O:2][C:3]1[CH:10]=[CH:9][C:6]([CH2:7]/[N:8]=[CH:11]/[C:12]2[CH:17]=[CH:16][CH:15]=[CH:14][CH:13]=2)=[CH:5][CH:4]=1. The catalyst class is: 4. (7) Product: [F:1][C:2]1[CH:38]=[C:37]([F:39])[CH:36]=[CH:35][C:3]=1[CH2:4][N:5]([CH2:28][CH2:29][CH2:30][CH2:31][CH2:32][CH2:33][CH3:34])[C:6](=[O:27])[CH2:7][CH2:8][C:9]1[CH:10]=[CH:11][C:12]([S:15][CH2:16][C:17]2[CH:26]=[CH:25][CH:24]=[CH:23][C:18]=2[C:19]([OH:21])=[O:20])=[CH:13][CH:14]=1. The catalyst class is: 14. Reactant: [F:1][C:2]1[CH:38]=[C:37]([F:39])[CH:36]=[CH:35][C:3]=1[CH2:4][N:5]([CH2:28][CH2:29][CH2:30][CH2:31][CH2:32][CH2:33][CH3:34])[C:6](=[O:27])[CH2:7][CH2:8][C:9]1[CH:14]=[CH:13][C:12]([S:15][CH2:16][C:17]2[CH:26]=[CH:25][CH:24]=[CH:23][C:18]=2[C:19]([O:21]C)=[O:20])=[CH:11][CH:10]=1.[OH-].[K+].CCOC(C)=O.